Dataset: Catalyst prediction with 721,799 reactions and 888 catalyst types from USPTO. Task: Predict which catalyst facilitates the given reaction. (1) Reactant: C([O:8][C:9]1[CH:10]=[N:11][N:12]([CH2:14][CH2:15][OH:16])[CH:13]=1)C1C=CC=CC=1.[H][H]. Product: [OH:16][CH2:15][CH2:14][N:12]1[CH:13]=[C:9]([OH:8])[CH:10]=[N:11]1. The catalyst class is: 123. (2) Reactant: [C:1]([O:5][C:6]([NH:8][CH2:9][C:10]1([CH2:13]C(O)=O)[CH2:12][CH2:11]1)=[O:7])([CH3:4])([CH3:3])[CH3:2].[CH3:17][O:18][C:19]([C:21]12[CH2:30][CH:25]3[CH2:26][CH:27]([CH2:29][CH:23]([CH:24]3[NH2:31])[CH2:22]1)[CH2:28]2)=[O:20].C1N(P(Cl)(N2C(=O)OCC2)=O)C(=O)[O:34]C1. Product: [CH3:17][O:18][C:19]([C:21]12[CH2:30][CH:25]3[CH2:26][CH:27]([CH2:29][CH:23]([CH:24]3[NH:31][C:13]([C:10]3([CH2:9][NH:8][C:6]([O:5][C:1]([CH3:2])([CH3:3])[CH3:4])=[O:7])[CH2:11][CH2:12]3)=[O:34])[CH2:22]1)[CH2:28]2)=[O:20]. The catalyst class is: 2. (3) Reactant: O=[C:2](N1C=CN=C1)[N:3]1C=CN=C1.[CH3:13][C:14]([O:17][C:18]([N:20]1[CH2:26][CH2:25][C:24]2[CH:27]=[CH:28][C:29]([CH2:31][O:32][C:33]3[N:34]=[CH:35][C:36]([C:39](O)=[O:40])=[N:37][CH:38]=3)=[CH:30][C:23]=2[CH2:22][CH2:21]1)=[O:19])([CH3:16])[CH3:15].CN. Product: [CH3:2][NH:3][C:39]([C:36]1[N:37]=[CH:38][C:33]([O:32][CH2:31][C:29]2[CH:28]=[CH:27][C:24]3[CH2:25][CH2:26][N:20]([C:18]([O:17][C:14]([CH3:13])([CH3:15])[CH3:16])=[O:19])[CH2:21][CH2:22][C:23]=3[CH:30]=2)=[N:34][CH:35]=1)=[O:40]. The catalyst class is: 7. (4) Reactant: [Br:1][C:2]1[CH:3]=[CH:4][C:5]([OH:17])=[C:6]([C:8](=[O:16])[CH2:9][C:10]2[CH:15]=[CH:14][CH:13]=[CH:12][CH:11]=2)[CH:7]=1.[C:18](O[C:18](=O)[CH2:19][CH2:20][CH3:21])(=O)[CH2:19][CH2:20][CH3:21].Cl. Product: [Br:1][C:2]1[CH:7]=[C:6]2[C:5](=[CH:4][CH:3]=1)[O:17][C:18]([CH2:19][CH2:20][CH3:21])=[C:9]([C:10]1[CH:15]=[CH:14][CH:13]=[CH:12][CH:11]=1)[C:8]2=[O:16]. The catalyst class is: 66. (5) Reactant: CN(C)C=O.[Br:6][C:7]1[CH:8]=[CH:9][C:10]([O:14][CH2:15][O:16][CH3:17])=[C:11]([OH:13])[CH:12]=1.C(=O)([O-])[O-].[K+].[K+].[CH:24]1(Br)[CH2:27][CH2:26][CH2:25]1. Product: [Br:6][C:7]1[CH:8]=[CH:9][C:10]([O:14][CH2:15][O:16][CH3:17])=[C:11]([O:13][CH:24]2[CH2:27][CH2:26][CH2:25]2)[CH:12]=1. The catalyst class is: 6. (6) Reactant: [Cl:1][C:2]1[C:3](=[O:9])[NH:4][N:5]=[CH:6][C:7]=1[Cl:8].[Br:10]Br. Product: [Br:10][C:6]1[C:7]([Cl:8])=[C:2]([Cl:1])[C:3](=[O:9])[NH:4][N:5]=1. The catalyst class is: 6.